From a dataset of Forward reaction prediction with 1.9M reactions from USPTO patents (1976-2016). Predict the product of the given reaction. (1) Given the reactants Cl[C:2]1[CH:3]=[N:4][CH:5]=[CH:6][C:7]=1[CH:8]=[O:9].[CH3:10]B1OB(C)OB(C)O1.C(=O)([O-])[O-].[K+].[K+].O, predict the reaction product. The product is: [CH3:10][C:2]1[CH:3]=[N:4][CH:5]=[CH:6][C:7]=1[CH:8]=[O:9]. (2) Given the reactants [C:1]1([S:7][C:8]2[S:9][CH:10]=[CH:11][N:12]=2)[CH:6]=[CH:5][CH:4]=[CH:3][CH:2]=1.[Br:13][C:14]1[CH:15]=[N:16][C:17]([Cl:20])=[N:18][CH:19]=1, predict the reaction product. The product is: [Br:13][C:14]1[C:15]([C:10]2[S:9][C:8]([S:7][C:1]3[CH:2]=[CH:3][CH:4]=[CH:5][CH:6]=3)=[N:12][CH:11]=2)=[N:16][C:17]([Cl:20])=[N:18][CH:19]=1.